Dataset: Full USPTO retrosynthesis dataset with 1.9M reactions from patents (1976-2016). Task: Predict the reactants needed to synthesize the given product. (1) Given the product [CH2:32]([O:31][CH:26]1[CH:25]([NH:24][C:23]([CH:19]2[CH2:20][CH2:21][CH2:22][N:18]2[C:16](=[O:17])[CH:11]([NH:10][C:9](=[O:8])[C:42]2[CH:46]=[CH:47][C:39]([NH2:38])=[C:40]([Cl:48])[CH:41]=2)[C:12]([CH3:13])([CH3:15])[CH3:14])=[O:34])[CH2:29][C:28](=[O:30])[O:27]1)[CH3:33], predict the reactants needed to synthesize it. The reactants are: C([O:8][C:9](=O)[NH:10][CH:11]([C:16]([N:18]1[CH2:22][CH2:21][CH2:20][CH:19]1[C:23](=[O:34])[NH:24][CH:25]1[CH2:29][C:28](=[O:30])[O:27][CH:26]1[O:31][CH2:32][CH3:33])=[O:17])[C:12]([CH3:15])([CH3:14])[CH3:13])C1C=CC=CC=1.[H][H].[NH2:38][C:39]1[CH:47]=[CH:46][C:42](C(O)=O)=[CH:41][C:40]=1[Cl:48].C(Cl)CCl.C(N(C(C)C)CC)(C)C. (2) Given the product [C:1]([CH:3]([C:5]1[CH:6]=[C:7]([CH:11]=[CH:12][CH:13]=1)[C:8]([O:10][CH3:19])=[O:9])[CH3:4])#[N:2], predict the reactants needed to synthesize it. The reactants are: [C:1]([CH:3]([C:5]1[CH:6]=[C:7]([CH:11]=[CH:12][CH:13]=1)[C:8]([OH:10])=[O:9])[CH3:4])#[N:2].S(=O)(=O)(O)O.[CH3:19]O. (3) Given the product [CH3:19][S:20]([O:7][CH2:6][C:5]1[CH:8]=[CH:9][C:10]([O:11][CH2:12][C:13]2[CH:18]=[CH:17][CH:16]=[CH:15][CH:14]=2)=[C:3]([O:2][CH3:1])[CH:4]=1)(=[O:22])=[O:21], predict the reactants needed to synthesize it. The reactants are: [CH3:1][O:2][C:3]1[CH:4]=[C:5]([CH:8]=[CH:9][C:10]=1[O:11][CH2:12][C:13]1[CH:18]=[CH:17][CH:16]=[CH:15][CH:14]=1)[CH2:6][OH:7].[CH3:19][S:20](Cl)(=[O:22])=[O:21].CCN(CC)CC. (4) The reactants are: [NH2:1][C:2]1[CH:3]=[CH:4][C:5]([O:25][CH3:26])=[C:6]([NH:8][S:9]([C:12]2[CH:17]=[CH:16][C:15]([C:18]3[O:19][C:20]([CH3:23])=[CH:21][CH:22]=3)=[C:14]([F:24])[CH:13]=2)(=[O:11])=[O:10])[CH:7]=1.C(N(CC)C(C)C)(C)C.[CH3:36][C:37]([O:40][C:41]([N:43]([CH3:49])[C@H:44]([C:46](O)=[O:47])[CH3:45])=[O:42])([CH3:39])[CH3:38].CN(C(ON1N=NC2C=CC=CC1=2)=[N+](C)C)C.F[P-](F)(F)(F)(F)F. Given the product [F:24][C:14]1[CH:13]=[C:12]([S:9]([NH:8][C:6]2[CH:7]=[C:2]([NH:1][C:46](=[O:47])[C@@H:44]([N:43]([CH3:49])[C:41](=[O:42])[O:40][C:37]([CH3:36])([CH3:39])[CH3:38])[CH3:45])[CH:3]=[CH:4][C:5]=2[O:25][CH3:26])(=[O:11])=[O:10])[CH:17]=[CH:16][C:15]=1[C:18]1[O:19][C:20]([CH3:23])=[CH:21][CH:22]=1, predict the reactants needed to synthesize it. (5) Given the product [CH3:17][O:18][C:19]1[CH:20]=[CH:21][C:22]([C:25]2[N:27]=[N:28][CH:11]=[C:10]([C:6]3[CH:7]=[CH:8][CH:9]=[C:4]([O:3][C:2]([F:15])([F:14])[F:1])[CH:5]=3)[N:26]=2)=[CH:23][CH:24]=1, predict the reactants needed to synthesize it. The reactants are: [F:1][C:2]([F:15])([F:14])[O:3][C:4]1[CH:5]=[C:6]([C:10](=O)[CH:11]=O)[CH:7]=[CH:8][CH:9]=1.I.[CH3:17][O:18][C:19]1[CH:24]=[CH:23][C:22]([C:25]([NH:27][NH2:28])=[NH:26])=[CH:21][CH:20]=1. (6) Given the product [ClH:40].[CH:24]1([CH2:27][O:13][C@H:10]2[CH2:11][CH2:12][NH:8][CH2:9]2)[CH2:26][CH2:25]1, predict the reactants needed to synthesize it. The reactants are: C(OC([N:8]1[CH2:12][CH2:11][C@H:10]([OH:13])[CH2:9]1)=O)(C)(C)C.C[Si](C)(C)[N-][Si](C)(C)C.[Na+].[CH:24]1([CH2:27]Br)[CH2:26][CH2:25]1.C(=O)([O-])O.[Na+].O1CCOCC1.[ClH:40].